The task is: Regression/Classification. Given a drug SMILES string, predict its absorption, distribution, metabolism, or excretion properties. Task type varies by dataset: regression for continuous measurements (e.g., permeability, clearance, half-life) or binary classification for categorical outcomes (e.g., BBB penetration, CYP inhibition). Dataset: cyp3a4_veith.. This data is from CYP3A4 inhibition data for predicting drug metabolism from PubChem BioAssay. (1) The molecule is C[C@@H](C(=O)NCCc1c[nH]c2ccccc12)[C@@H]1C[C@@]1(C)[C@@H](NC(=O)OCc1ccccc1)c1ccccc1. The result is 1 (inhibitor). (2) The molecule is CC(=O)N1CCN(Cc2nc3cc(NC(=O)c4ccccc4)ccc3n2C)CC1. The result is 0 (non-inhibitor). (3) The drug is CC#C[C@]1(O)CC[C@H]2[C@@H]3CCC4=CC(=O)CCC4=C3[C@H](c3ccc(N(C)C)cc3)C[C@@]21C. The result is 1 (inhibitor). (4) The drug is CC1Cc2cc(/C(O)=C3/C(=O)C(=O)N(CCN4CCOCC4)C3c3cccc(Cl)c3)ccc2O1. The result is 0 (non-inhibitor).